From a dataset of Catalyst prediction with 721,799 reactions and 888 catalyst types from USPTO. Predict which catalyst facilitates the given reaction. (1) Reactant: [C:1]([C:4]1[C:9]([NH:10][C:11]([C:13]2[CH:18]=[CH:17][CH:16]=[C:15]([CH:19]([CH3:21])[CH3:20])[N:14]=2)=O)=[C:8]([CH3:22])[C:7]([O:23][CH3:24])=[CH:6][CH:5]=1)(=[O:3])[CH3:2].[OH-].[K+].O. Product: [OH:3][C:1]1[C:4]2[C:9](=[C:8]([CH3:22])[C:7]([O:23][CH3:24])=[CH:6][CH:5]=2)[N:10]=[C:11]([C:13]2[CH:18]=[CH:17][CH:16]=[C:15]([CH:19]([CH3:21])[CH3:20])[N:14]=2)[CH:2]=1. The catalyst class is: 17. (2) Reactant: [Br:1][C:2]1[CH:3]=[CH:4][C:5]([Cl:11])=[C:6]([CH:10]=1)[C:7](O)=[O:8].S(Cl)(Cl)=O.[OH-].[NH4+:17]. Product: [Br:1][C:2]1[CH:3]=[CH:4][C:5]([Cl:11])=[C:6]([CH:10]=1)[C:7]([NH2:17])=[O:8]. The catalyst class is: 2.